Dataset: Full USPTO retrosynthesis dataset with 1.9M reactions from patents (1976-2016). Task: Predict the reactants needed to synthesize the given product. (1) Given the product [CH2:1]([O:3][C:4](=[O:39])[CH:5]([C:23]1[N:24]([CH3:38])[C:25]2[C:30]([C:31]=1[S:32][C:33]([CH3:35])([CH3:34])[CH3:36])=[CH:29][C:28]([O:37][C:41]1[CH:46]=[CH:45][CH:44]=[CH:43][N:42]=1)=[CH:27][CH:26]=2)[CH2:6][C:7]1[CH:8]=[CH:9][C:10]([C:13]2[CH:18]=[CH:17][C:16]([C:19]([F:21])([F:20])[F:22])=[CH:15][N:14]=2)=[CH:11][CH:12]=1)[CH3:2], predict the reactants needed to synthesize it. The reactants are: [CH2:1]([O:3][C:4](=[O:39])[CH:5]([C:23]1[N:24]([CH3:38])[C:25]2[C:30]([C:31]=1[S:32][C:33]([CH3:36])([CH3:35])[CH3:34])=[CH:29][C:28]([OH:37])=[CH:27][CH:26]=2)[CH2:6][C:7]1[CH:12]=[CH:11][C:10]([C:13]2[CH:18]=[CH:17][C:16]([C:19]([F:22])([F:21])[F:20])=[CH:15][N:14]=2)=[CH:9][CH:8]=1)[CH3:2].F[C:41]1[CH:46]=[CH:45][CH:44]=[CH:43][N:42]=1.[H-].[Na+]. (2) Given the product [F:10][C:8]1[CH:7]=[C:4]([CH:3]=[C:2]([S:12][CH3:11])[CH:9]=1)[C:5]#[N:6], predict the reactants needed to synthesize it. The reactants are: Br[C:2]1[CH:3]=[C:4]([CH:7]=[C:8]([F:10])[CH:9]=1)[C:5]#[N:6].[CH3:11][S-:12].[Na+].C(N(CC)C(C)C)(C)C.Cl. (3) Given the product [O:1]=[C:2]1[CH2:7][CH2:6][O:5][CH:4]([CH2:8][N:9]2[C:10](=[O:19])[C:11]3[C:16](=[CH:15][CH:14]=[CH:13][CH:12]=3)[C:17]2=[O:18])[CH2:3]1, predict the reactants needed to synthesize it. The reactants are: [O:1]=[C:2]1[CH:7]=[CH:6][O:5][CH:4]([CH2:8][N:9]2[C:17](=[O:18])[C:16]3[C:11](=[CH:12][CH:13]=[CH:14][CH:15]=3)[C:10]2=[O:19])[CH2:3]1.[H][H]. (4) Given the product [CH3:3][O:4][CH2:5][O:6][C:7]1[CH:16]=[C:15]([O:17][CH2:18][O:19][CH3:20])[C:14]([CH:21]([CH3:23])[CH3:22])=[CH:13][C:8]=1[C:9]([OH:11])=[O:10], predict the reactants needed to synthesize it. The reactants are: [OH-].[K+].[CH3:3][O:4][CH2:5][O:6][C:7]1[CH:16]=[C:15]([O:17][CH2:18][O:19][CH3:20])[C:14]([CH:21]([CH3:23])[CH3:22])=[CH:13][C:8]=1[C:9]([O:11]C)=[O:10]. (5) Given the product [Cl:19][C:13]1[CH:14]=[C:15]([Cl:18])[CH:16]=[CH:17][C:12]=1[CH2:11][N:7]1[C:6]2[CH:20]=[C:2]([C:24]3[CH:25]=[C:26]([CH:30]=[CH:31][CH:32]=3)[C:27]([OH:29])=[O:28])[CH:3]=[C:4]([CH3:21])[C:5]=2[N:9]=[C:8]1[CH3:10], predict the reactants needed to synthesize it. The reactants are: Br[C:2]1[CH:3]=[C:4]([CH3:21])[C:5]2[N:9]=[C:8]([CH3:10])[N:7]([CH2:11][C:12]3[CH:17]=[CH:16][C:15]([Cl:18])=[CH:14][C:13]=3[Cl:19])[C:6]=2[CH:20]=1.OB(O)[C:24]1[CH:25]=[C:26]([CH:30]=[CH:31][CH:32]=1)[C:27]([OH:29])=[O:28]. (6) Given the product [C:21]([O:25][C:26]([N:28]1[CH2:31][CH:30]([NH:32][C:16]2[CH:15]=[N:14][CH:13]=[C:12]([N:6]3[C:7](=[O:11])[C:8]4[C:4](=[CH:3][C:2]([Cl:1])=[CH:10][CH:9]=4)[C:5]3([CH3:20])[CH3:19])[CH:17]=2)[CH2:29]1)=[O:27])([CH3:24])([CH3:22])[CH3:23], predict the reactants needed to synthesize it. The reactants are: [Cl:1][C:2]1[CH:3]=[C:4]2[C:8](=[CH:9][CH:10]=1)[C:7](=[O:11])[N:6]([C:12]1[CH:13]=[N:14][CH:15]=[C:16](I)[CH:17]=1)[C:5]2([CH3:20])[CH3:19].[C:21]([O:25][C:26]([N:28]1[CH2:31][CH:30]([NH2:32])[CH2:29]1)=[O:27])([CH3:24])([CH3:23])[CH3:22].C([O-])([O-])=O.[Cs+].[Cs+].C(C1CCCCC1=O)(=O)C(C)C. (7) Given the product [Cl:13][C:10]1[CH:9]=[CH:8][C:7]([C:5]2[S:4][C:3]([C:14]([O:16][CH3:17])=[O:15])=[C:2](/[N:1]=[CH:20]/[N:21]([CH3:23])[CH3:22])[CH:6]=2)=[CH:12][CH:11]=1, predict the reactants needed to synthesize it. The reactants are: [NH2:1][C:2]1[CH:6]=[C:5]([C:7]2[CH:12]=[CH:11][C:10]([Cl:13])=[CH:9][CH:8]=2)[S:4][C:3]=1[C:14]([O:16][CH3:17])=[O:15].CO[CH:20](OC)[N:21]([CH3:23])[CH3:22]. (8) Given the product [CH:37]1([N:36]2[C:29]3[N:30]=[C:31]([S:34][CH3:35])[N:32]=[CH:33][C:28]=3[C:26]([OH:27])=[CH:25][C:24]2=[O:23])[CH2:41][CH2:40][CH2:39][CH2:38]1, predict the reactants needed to synthesize it. The reactants are: C(N(C(C)C)CC)(C)C.C1CCN2C(=NCCC2)CC1.C([O:23][C:24](=O)[CH2:25][C:26]([C:28]1[C:29]([NH:36][CH:37]2[CH2:41][CH2:40][CH2:39][CH2:38]2)=[N:30][C:31]([S:34][CH3:35])=[N:32][CH:33]=1)=[O:27])C.Cl. (9) Given the product [Br:1][C:2]1[CH:3]=[C:4]([C:8]([C:10]2[CH:15]=[CH:14][CH:13]=[C:12]([Br:16])[CH:11]=2)=[O:9])[CH:5]=[CH:6][CH:7]=1, predict the reactants needed to synthesize it. The reactants are: [Br:1][C:2]1[CH:3]=[C:4]([CH:8]([C:10]2[CH:15]=[CH:14][CH:13]=[C:12]([Br:16])[CH:11]=2)[OH:9])[CH:5]=[CH:6][CH:7]=1. (10) Given the product [NH2:22][C:18]1[N:17]=[CH:16][N:15]=[C:14]2[C:19]=1[N:20]=[CH:21][N:13]2[C@H:7]1[C@H:5]2[C@H:4]([O:3][C:2]([CH3:1])([CH3:23])[O:6]2)[C@@H:9]([CH2:10][N:11]([CH3:12])[CH2:40][CH2:39][C@@H:38]([NH:37][C:35]([NH:34][C:31]2[CH:32]=[CH:33][C:28]([C:24]([CH3:27])([CH3:26])[CH3:25])=[CH:29][CH:30]=2)=[O:36])[CH3:42])[O:8]1, predict the reactants needed to synthesize it. The reactants are: [CH3:1][C:2]1([CH3:23])[O:6][CH:5]2[C@H:7]([N:13]3[CH:21]=[N:20][C:19]4[C:14]3=[N:15][CH:16]=[N:17][C:18]=4[NH2:22])[O:8][C@H:9]([CH2:10][NH:11][CH3:12])[C@H:4]2[O:3]1.[C:24]([C:28]1[CH:33]=[CH:32][C:31]([NH:34][C:35]([NH:37][C@@H:38]([CH3:42])[CH2:39][CH:40]=O)=[O:36])=[CH:30][CH:29]=1)([CH3:27])([CH3:26])[CH3:25].[BH-](OC(C)=O)(OC(C)=O)OC(C)=O.[Na+].C([O-])(O)=O.[Na+].